This data is from Reaction yield outcomes from USPTO patents with 853,638 reactions. The task is: Predict the reaction yield, written as a fraction of the theoretical maximum amount of product (1.0 means a 100% yield; for example, 0.34 means a 34% yield). (1) The reactants are [CH3:1][C:2]1([CH3:15])[CH2:14][C:5]2[S:6][C:7]([C:9]([O:11]CC)=[O:10])=[CH:8][C:4]=2[CH2:3]1.O.[OH-].[Li+]. The catalyst is CC(O)C.O1CCCC1. The product is [CH3:1][C:2]1([CH3:15])[CH2:14][C:5]2[S:6][C:7]([C:9]([OH:11])=[O:10])=[CH:8][C:4]=2[CH2:3]1. The yield is 0.860. (2) The reactants are [CH3:1][C:2]1[CH:7]=[C:6]([C:8]([F:11])([F:10])[F:9])[CH:5]=[CH:4][C:3]=1[CH2:12]O.N1C=CC=CC=1.O1CCCC1.S(Cl)([Cl:27])=O. The catalyst is C(OCC)C. The product is [Cl:27][CH2:12][C:3]1[CH:4]=[CH:5][C:6]([C:8]([F:11])([F:10])[F:9])=[CH:7][C:2]=1[CH3:1]. The yield is 0.780.